This data is from Catalyst prediction with 721,799 reactions and 888 catalyst types from USPTO. The task is: Predict which catalyst facilitates the given reaction. (1) Reactant: Br[CH2:2][C:3]1[N:8]=[C:7]([C:9]#[N:10])[CH:6]=[CH:5][C:4]=1[CH:11]1[CH2:13][CH2:12]1.[F:14][C:15]1[CH:24]=[CH:23][C:18](CB(O)O)=[CH:17][CH:16]=1.C([O-])([O-])=O.[Cs+].[Cs+]. Product: [CH:11]1([C:4]2[CH:5]=[CH:6][C:7]([C:9]#[N:10])=[N:8][C:3]=2[CH2:2][C:18]2[CH:23]=[CH:24][C:15]([F:14])=[CH:16][CH:17]=2)[CH2:13][CH2:12]1. The catalyst class is: 75. (2) Reactant: [CH:1]1([C:4]([C:6]2[C:14]3[CH:13]=[CH:12][C:11]([C:21]4[CH:26]=[CH:25][CH:24]=[CH:23][CH:22]=4)([C:15]4[CH:20]=[CH:19][CH:18]=[CH:17][CH:16]=4)[CH2:10][C:9]=3[NH:8][N:7]=2)=[O:5])[CH2:3][CH2:2]1.[H-].[Na+].Cl[CH2:30][O:31][CH2:32][CH2:33][Si:34]([CH3:37])([CH3:36])[CH3:35].O. Product: [CH:1]1([C:4]([C:6]2[C:14]3[CH:13]=[CH:12][C:11]([C:21]4[CH:22]=[CH:23][CH:24]=[CH:25][CH:26]=4)([C:15]4[CH:20]=[CH:19][CH:18]=[CH:17][CH:16]=4)[CH2:10][C:9]=3[N:8]([CH2:30][O:31][CH2:32][CH2:33][Si:34]([CH3:37])([CH3:36])[CH3:35])[N:7]=2)=[O:5])[CH2:2][CH2:3]1. The catalyst class is: 9. (3) Reactant: [C:1]([C:3]1[C:4]([C:19]([F:22])([F:21])[F:20])=[C:5]2[C:9](=[CH:10][CH:11]=1)[N:8]([C:12]([CH3:17])([CH3:16])[C:13]([OH:15])=O)[C:7]([CH3:18])=[CH:6]2)#[N:2].[F:23][C:24]1[CH:29]=[CH:28][C:27]([C:30](=[NH:33])[NH:31]O)=[CH:26][CH:25]=1.CN(C(ON1N=NC2C=CC=NC1=2)=[N+](C)C)C.F[P-](F)(F)(F)(F)F.CCN(C(C)C)C(C)C.CCN=C=NCCCN(C)C.Cl. Product: [F:23][C:24]1[CH:29]=[CH:28][C:27]([C:30]2[N:33]=[C:13]([C:12]([N:8]3[C:9]4[C:5](=[C:4]([C:19]([F:21])([F:22])[F:20])[C:3]([C:1]#[N:2])=[CH:11][CH:10]=4)[CH:6]=[C:7]3[CH3:18])([CH3:17])[CH3:16])[O:15][N:31]=2)=[CH:26][CH:25]=1. The catalyst class is: 23. (4) Reactant: Br[CH2:2][C:3]1[CH:8]=[CH:7][C:6]([C:9]2[CH:14]=[CH:13][C:12]([C:15]([F:18])([F:17])[F:16])=[CH:11][CH:10]=2)=[CH:5][CH:4]=1.[C-:19]#[N:20].[K+].C(OCC)(=O)C.CCCCCC. Product: [F:16][C:15]([F:18])([F:17])[C:12]1[CH:13]=[CH:14][C:9]([C:6]2[CH:7]=[CH:8][C:3]([CH2:2][C:19]#[N:20])=[CH:4][CH:5]=2)=[CH:10][CH:11]=1. The catalyst class is: 288. (5) Product: [NH2:29][C:24]1[C:23]2[CH:22]=[CH:21][N:20]([C:17]3[CH:16]=[CH:15][C:14]([NH:13][C:11](=[O:12])[CH2:10][C:9]([NH:8][C:5]4[CH:4]=[CH:3][C:2]([F:1])=[CH:7][CH:6]=4)=[O:37])=[CH:19][CH:18]=3)[C:28]=2[CH:27]=[CH:26][N:25]=1. Reactant: [F:1][C:2]1[CH:7]=[CH:6][C:5]([NH:8][C:9](=[O:37])[CH2:10][C:11]([NH:13][C:14]2[CH:19]=[CH:18][C:17]([N:20]3[C:28]4[CH:27]=[CH:26][N:25]=[C:24]([NH:29]C(=O)OC(C)(C)C)[C:23]=4[CH:22]=[CH:21]3)=[CH:16][CH:15]=2)=[O:12])=[CH:4][CH:3]=1.Cl. The catalyst class is: 12. (6) Reactant: C(P1(=O)OP(CCC)(=O)OP(CCC)(=O)O1)CC.CCOC(C)=O.[CH3:25][C:26]1[N:27]=[N:28][N:29]([CH2:31][C:32]2[CH:37]=[C:36]([C:38]([F:41])([F:40])[F:39])[CH:35]=[CH:34][C:33]=2/[CH:42]=[CH:43]/[C:44](O)=[O:45])[N:30]=1.[N:47]1([C:53]([O:55][C:56]([CH3:59])([CH3:58])[CH3:57])=[O:54])[CH2:52][CH2:51][NH:50][CH2:49][CH2:48]1.C(N(CC)CC)C.C(=O)(O)[O-].[Na+]. Product: [CH3:25][C:26]1[N:27]=[N:28][N:29]([CH2:31][C:32]2[CH:37]=[C:36]([C:38]([F:40])([F:39])[F:41])[CH:35]=[CH:34][C:33]=2/[CH:42]=[CH:43]/[C:44]([N:50]2[CH2:51][CH2:52][N:47]([C:53]([O:55][C:56]([CH3:59])([CH3:58])[CH3:57])=[O:54])[CH2:48][CH2:49]2)=[O:45])[N:30]=1. The catalyst class is: 2. (7) Reactant: [CH3:1][O:2][C:3]1[CH:8]=[CH:7][C:6]([C@@H:9]([NH2:11])[CH3:10])=[CH:5][CH:4]=1.CCN(CC)CC.Br[CH2:20][C:21]([O:23][CH2:24][CH3:25])=[O:22]. Product: [CH3:1][O:2][C:3]1[CH:8]=[CH:7][C:6]([C@@H:9]([NH:11][CH2:20][C:21]([O:23][CH2:24][CH3:25])=[O:22])[CH3:10])=[CH:5][CH:4]=1. The catalyst class is: 49.